From a dataset of Full USPTO retrosynthesis dataset with 1.9M reactions from patents (1976-2016). Predict the reactants needed to synthesize the given product. (1) The reactants are: [Cl:1][C:2]1[CH:11]=[CH:10][CH:9]=[C:8]([N:12]2[CH2:17][CH2:16][O:15][CH2:14][CH2:13]2)[C:3]=1[C:4]([O:6]C)=[O:5].[OH-].[K+].C1COCC1.Cl. Given the product [Cl:1][C:2]1[CH:11]=[CH:10][CH:9]=[C:8]([N:12]2[CH2:13][CH2:14][O:15][CH2:16][CH2:17]2)[C:3]=1[C:4]([OH:6])=[O:5], predict the reactants needed to synthesize it. (2) Given the product [Br:5][C:6]1[CH:11]=[CH:10][C:9]([Br:12])=[CH:8][C:7]=1[OH:15], predict the reactants needed to synthesize it. The reactants are: N([O-])=O.[Na+].[Br:5][C:6]1[CH:11]=[CH:10][C:9]([Br:12])=[CH:8][C:7]=1N.S([O-])([O-])(=O)=[O:15].[Na+].[Na+].